This data is from Forward reaction prediction with 1.9M reactions from USPTO patents (1976-2016). The task is: Predict the product of the given reaction. (1) The product is: [CH3:48][C:43]1([CH3:49])[CH:42]=[CH:41][C:40]2[C:45](=[CH:46][CH:47]=[C:38]3[C:37](=[O:52])[C:36]([C:33]4[CH:34]=[CH:35][C:30]([B:10]5[O:11][C:12]([CH3:17])([CH3:18])[C:13]([CH3:15])([CH3:16])[O:14]5)=[CH:31][CH:32]=4)=[CH:51][O:50][C:39]3=2)[O:44]1. Given the reactants [B:10]1([B:10]2[O:14][C:13]([CH3:16])([CH3:15])[C:12]([CH3:18])([CH3:17])[O:11]2)[O:14][C:13]([CH3:16])([CH3:15])[C:12]([CH3:18])([CH3:17])[O:11]1.CC([O-])=O.[K+].FC(F)(F)S(O[C:30]1[CH:35]=[CH:34][C:33]([C:36]2[C:37](=[O:52])[C:38]3[C:39]([O:50][CH:51]=2)=[C:40]2[C:45](=[CH:46][CH:47]=3)[O:44][C:43]([CH3:49])([CH3:48])[CH:42]=[CH:41]2)=[CH:32][CH:31]=1)(=O)=O, predict the reaction product. (2) Given the reactants [CH3:1][N:2]1[CH2:10][C:9]2[C:8]([N:11]3[CH2:16][CH2:15][O:14][CH2:13][C@@H:12]3[CH3:17])=[N:7][C:6]([C:18]3[CH:23]=[CH:22][C:21]([NH:24][C:25](=[O:33])OC4C=CC=CC=4)=[CH:20][CH:19]=3)=[N:5][C:4]=2[CH2:3]1.[NH2:34][CH2:35][CH2:36][OH:37], predict the reaction product. The product is: [OH:37][CH2:36][CH2:35][NH:34][C:25]([NH:24][C:21]1[CH:20]=[CH:19][C:18]([C:6]2[N:7]=[C:8]([N:11]3[CH2:16][CH2:15][O:14][CH2:13][C@@H:12]3[CH3:17])[C:9]3[CH2:10][N:2]([CH3:1])[CH2:3][C:4]=3[N:5]=2)=[CH:23][CH:22]=1)=[O:33]. (3) Given the reactants [NH2:1][C:2]1[CH:10]=[C:9]([O:11][CH3:12])[CH:8]=[CH:7][C:3]=1[C:4](O)=[O:5].[CH:13](N)=[NH:14], predict the reaction product. The product is: [CH3:12][O:11][C:9]1[CH:10]=[C:2]2[C:3]([C:4]([OH:5])=[N:14][CH:13]=[N:1]2)=[CH:7][CH:8]=1. (4) Given the reactants Br[C:2]1[S:15][C:5]2[C:6]3[CH:14]=[CH:13][CH:12]=[CH:11][C:7]=3[O:8][CH2:9][CH2:10][C:4]=2[CH:3]=1.[N:16]1[CH:21]=[CH:20][C:19](B2OC(C)(C)C(C)(C)O2)=[CH:18][CH:17]=1, predict the reaction product. The product is: [S:15]1[C:5]2[C:6]3[CH:14]=[CH:13][CH:12]=[CH:11][C:7]=3[O:8][CH2:9][CH2:10][C:4]=2[CH:3]=[C:2]1[C:19]1[CH:20]=[CH:21][N:16]=[CH:17][CH:18]=1. (5) Given the reactants O=S(Cl)Cl.[NH2:5][C:6]1[CH:7]=[C:8]([CH:27]=[CH:28][C:29]=1[NH2:30])[C:9]([NH:11][C:12]1[CH:17]=[CH:16][C:15]([CH2:18][CH2:19][N:20]2[CH2:25][CH2:24][N:23]([CH3:26])[CH2:22][CH2:21]2)=[CH:14][CH:13]=1)=[O:10].[OH:31][C:32]1[CH:37]=[CH:36][C:35]([C:38]2[CH:43]=[C:42]([O:44][CH3:45])[CH:41]=[CH:40][C:39]=2[O:46][CH3:47])=[CH:34][C:33]=1[CH:48]=O.CO, predict the reaction product. The product is: [CH3:26][N:23]1[CH2:24][CH2:25][N:20]([CH2:19][CH2:18][C:15]2[CH:14]=[CH:13][C:12]([NH:11][C:9]([C:8]3[CH:27]=[CH:28][C:29]4[N:30]=[C:48]([C:33]5[CH:34]=[C:35]([C:38]6[CH:43]=[C:42]([O:44][CH3:45])[CH:41]=[CH:40][C:39]=6[O:46][CH3:47])[CH:36]=[CH:37][C:32]=5[OH:31])[NH:5][C:6]=4[CH:7]=3)=[O:10])=[CH:17][CH:16]=2)[CH2:21][CH2:22]1. (6) Given the reactants [CH2:1]([O:3][C:4]([C:6]1[O:7][C:8]2[CH:15]=[C:14]([O:16]C)[C:13]([Cl:18])=[CH:12][C:9]=2[C:10]=1[CH3:11])=[O:5])[CH3:2].B(Br)(Br)Br.Cl.CCCCCC.CCOC(C)=O, predict the reaction product. The product is: [CH2:1]([O:3][C:4]([C:6]1[O:7][C:8]2[CH:15]=[C:14]([OH:16])[C:13]([Cl:18])=[CH:12][C:9]=2[C:10]=1[CH3:11])=[O:5])[CH3:2].